Predict the reactants needed to synthesize the given product. From a dataset of Retrosynthesis with 50K atom-mapped reactions and 10 reaction types from USPTO. (1) Given the product O=C(c1nc2c(s1)CCOc1cc(-c3cn[nH]c3)ccc1-2)N1CCC(CO)CC1, predict the reactants needed to synthesize it. The reactants are: O=C(O)c1nc2c(s1)CCOc1cc(-c3cn[nH]c3)ccc1-2.OCC1CCNCC1. (2) Given the product O=Cc1c(F)ccc(C2CC2)c1F, predict the reactants needed to synthesize it. The reactants are: O=Cc1c(F)ccc(Br)c1F.OB(O)C1CC1. (3) Given the product O=C(O)c1ccc(OCCO)cc1, predict the reactants needed to synthesize it. The reactants are: O=C(O)c1ccc(O)cc1.OCCCl. (4) Given the product CC(C)(C)CC(=O)Cn1c(Cl)nc2ccccc21, predict the reactants needed to synthesize it. The reactants are: CC(C)(C)CC(=O)CBr.Clc1nc2ccccc2[nH]1.